Dataset: Full USPTO retrosynthesis dataset with 1.9M reactions from patents (1976-2016). Task: Predict the reactants needed to synthesize the given product. (1) Given the product [Cl:11][C:3]1[CH:4]=[C:5]([N+:8]([O-:10])=[O:9])[CH:6]=[CH:7][C:2]=1[C:19]#[C:13][CH2:12][N:14]([CH2:17][CH3:18])[CH2:15][CH3:16], predict the reactants needed to synthesize it. The reactants are: Br[C:2]1[CH:7]=[CH:6][C:5]([N+:8]([O-:10])=[O:9])=[CH:4][C:3]=1[Cl:11].[CH2:12]([N:14]([CH2:17][CH3:18])[CH2:15][CH3:16])[CH3:13].[C:19](#N)C. (2) Given the product [CH3:1][N:2]1[CH2:7][CH2:6][N:5]([C:8]2[CH:13]=[C:12]([NH2:22])[CH:11]=[CH:10][CH:9]=2)[CH2:4][CH2:3]1, predict the reactants needed to synthesize it. The reactants are: [CH3:1][N:2]1[CH2:7][CH2:6][N:5]([C:8]2[CH:13]=[CH:12][C:11](N)=[CH:10][CH:9]=2)[CH2:4][CH2:3]1.BrC1C=C([NH2:22])C=CC=1. (3) Given the product [NH:28]1[C:29]2[C:25](=[CH:24][C:23]([O:1][CH2:2][CH2:3][N:4]([CH2:17][C:18]([F:19])([F:20])[F:21])[C:5]3[CH:12]=[CH:11][C:8]([C:9]#[N:10])=[C:7]([C:13]([F:15])([F:16])[F:14])[CH:6]=3)=[CH:31][CH:30]=2)[CH:26]=[CH:27]1, predict the reactants needed to synthesize it. The reactants are: [OH:1][CH2:2][CH2:3][N:4]([CH2:17][C:18]([F:21])([F:20])[F:19])[C:5]1[CH:12]=[CH:11][C:8]([C:9]#[N:10])=[C:7]([C:13]([F:16])([F:15])[F:14])[CH:6]=1.O[C:23]1[CH:24]=[C:25]2[C:29](=[CH:30][CH:31]=1)[NH:28][CH:27]=[CH:26]2. (4) Given the product [CH3:30][N:14]([CH3:13])[CH2:15][CH2:16][CH2:17][C:18]1[C:19]2[CH2:29][CH2:28][CH2:27][CH2:26][CH2:25][C:20]=2[NH:21][C:22]=1/[CH:23]=[C:7]1\[C:8](=[O:12])[NH:9][C:10]2[C:6]\1=[CH:5][CH:4]=[C:3]([O:2][CH3:1])[CH:11]=2, predict the reactants needed to synthesize it. The reactants are: [CH3:1][O:2][C:3]1[CH:11]=[C:10]2[C:6]([CH2:7][C:8](=[O:12])[NH:9]2)=[CH:5][CH:4]=1.[CH3:13][N:14]([CH3:30])[CH2:15][CH2:16][CH2:17][C:18]1[C:19]2[CH2:29][CH2:28][CH2:27][CH2:26][CH2:25][C:20]=2[NH:21][C:22]=1[CH:23]=O.N1CCCCC1.